Dataset: Full USPTO retrosynthesis dataset with 1.9M reactions from patents (1976-2016). Task: Predict the reactants needed to synthesize the given product. (1) Given the product [OH:1][NH:4][C:7]([C:9]1[CH:10]=[C:11]2[C:15](=[CH:16][CH:17]=1)[N:14]([CH3:18])[CH:13]=[C:12]2[CH2:19][C:20]1[CH:25]=[CH:24][C:23]([F:26])=[CH:22][CH:21]=1)=[O:6], predict the reactants needed to synthesize it. The reactants are: [OH-:1].[Na+].O[NH2:4].C[O:6][C:7]([C:9]1[CH:10]=[C:11]2[C:15](=[CH:16][CH:17]=1)[N:14]([CH3:18])[CH:13]=[C:12]2[CH2:19][C:20]1[CH:25]=[CH:24][C:23]([F:26])=[CH:22][CH:21]=1)=O. (2) Given the product [Cl:1][C:2]1[CH:3]=[CH:4][C:5]2[N:6]([C:8]([CH2:14][C:15]3[C:20]([F:21])=[CH:19][CH:18]=[C:17]([F:22])[C:16]=3[F:23])=[N:9][C:10]=2[C:11](=[NH:12])[NH:13][NH2:26])[CH:7]=1, predict the reactants needed to synthesize it. The reactants are: [Cl:1][C:2]1[CH:3]=[CH:4][C:5]2[N:6]([C:8]([CH2:14][C:15]3[C:20]([F:21])=[CH:19][CH:18]=[C:17]([F:22])[C:16]=3[F:23])=[N:9][C:10]=2[C:11](=[NH:13])[NH2:12])[CH:7]=1.C([N:26](CC)CC)C.O.NN.